From a dataset of Catalyst prediction with 721,799 reactions and 888 catalyst types from USPTO. Predict which catalyst facilitates the given reaction. (1) Reactant: Br[CH2:2][CH2:3][CH2:4][Cl:5].[NH:6]1[CH2:10][CH2:9][CH2:8][CH2:7]1. Product: [ClH:5].[Cl:5][CH2:4][CH2:3][CH2:2][N:6]1[CH2:10][CH2:9][CH2:8][CH2:7]1. The catalyst class is: 11. (2) Reactant: C([N:20]1[CH:24]=[C:23]([C:25]2[N:30]=[C:29]([O:31][CH2:32][CH2:33][CH2:34][CH2:35][N:36]3[CH2:45][CH2:44][C:43]4[C:38](=[CH:39][CH:40]=[CH:41][CH:42]=4)[CH2:37]3)[CH:28]=[CH:27][CH:26]=2)[N:22]=[CH:21]1)(C1C=CC=CC=1)(C1C=CC=CC=1)C1C=CC=CC=1.Cl. Product: [NH:20]1[CH:24]=[C:23]([C:25]2[N:30]=[C:29]([O:31][CH2:32][CH2:33][CH2:34][CH2:35][N:36]3[CH2:45][CH2:44][C:43]4[C:38](=[CH:39][CH:40]=[CH:41][CH:42]=4)[CH2:37]3)[CH:28]=[CH:27][CH:26]=2)[N:22]=[CH:21]1. The catalyst class is: 5. (3) Reactant: Br[C:2]1[CH:9]=[CH:8][CH:7]=[CH:6][C:3]=1[CH:4]=[O:5].[CH:10]1(B(O)O)[CH2:12][CH2:11]1.P([O-])([O-])([O-])=O.[K+].[K+].[K+].C1(P(C2CCCCC2)C2CCCCC2)CCCCC1. Product: [CH:10]1([C:2]2[CH:9]=[CH:8][CH:7]=[CH:6][C:3]=2[CH:4]=[O:5])[CH2:12][CH2:11]1. The catalyst class is: 93. (4) The catalyst class is: 8. Product: [ClH:20].[CH3:15][O:14][C@H:11]1[CH2:12][CH2:13][C@H:8]([NH2:7])[CH2:9][CH2:10]1. Reactant: C(OC(=O)[NH:7][C@H:8]1[CH2:13][CH2:12][C@H:11]([O:14][CH3:15])[CH2:10][CH2:9]1)(C)(C)C.C([Cl:20])(=O)C. (5) Reactant: [Cl:1][C:2]1[CH:3]=[C:4]([CH:10]([C:23]([F:26])([F:25])[F:24])/[CH:11]=[CH:12]/[C:13]2[CH:14]=[C:15]3[C:19](=[CH:20][CH:21]=2)[C:18](=[O:22])[CH2:17][CH2:16]3)[CH:5]=[C:6]([Cl:9])[C:7]=1[F:8].[B-](F)(F)(F)[F:28].[B-](F)(F)(F)F.C1[N+]2(CCl)CC[N+](F)(CC2)C1. Product: [Cl:1][C:2]1[CH:3]=[C:4]([CH:10]([C:23]([F:25])([F:26])[F:24])/[CH:11]=[CH:12]/[C:13]2[CH:14]=[C:15]3[C:19](=[CH:20][CH:21]=2)[C:18](=[O:22])[CH:17]([F:28])[CH2:16]3)[CH:5]=[C:6]([Cl:9])[C:7]=1[F:8]. The catalyst class is: 10. (6) Reactant: [H-].[Al+3].[Li+].[H-].[H-].[H-].[Br:7][C:8]1[CH:23]=[CH:22][C:11]([CH2:12][NH:13][C:14]([CH:16]2[CH2:19][CH:18]([O:20][CH3:21])[CH2:17]2)=O)=[CH:10][CH:9]=1. Product: [Br:7][C:8]1[CH:23]=[CH:22][C:11]([CH2:12][NH:13][CH2:14][CH:16]2[CH2:17][CH:18]([O:20][CH3:21])[CH2:19]2)=[CH:10][CH:9]=1. The catalyst class is: 1. (7) Reactant: [C:1]([N:4]1[C:13]2[C:8](=[CH:9][C:10]([C:14]3[CH:23]=[CH:22][C:17]([C:18]([O:20]C)=[O:19])=[CH:16][C:15]=3[CH3:24])=[CH:11][CH:12]=2)[C@H:7]([NH:25][C:26]([O:28][CH:29]([CH3:31])[CH3:30])=[O:27])[CH2:6][C@@H:5]1[CH3:32])(=[O:3])[CH3:2].[OH-].[Na+].CS(C)=O.CC#N. Product: [C:1]([N:4]1[C:13]2[C:8](=[CH:9][C:10]([C:14]3[CH:23]=[CH:22][C:17]([C:18]([OH:20])=[O:19])=[CH:16][C:15]=3[CH3:24])=[CH:11][CH:12]=2)[C@H:7]([NH:25][C:26]([O:28][CH:29]([CH3:31])[CH3:30])=[O:27])[CH2:6][C@@H:5]1[CH3:32])(=[O:3])[CH3:2]. The catalyst class is: 8.